Dataset: Catalyst prediction with 721,799 reactions and 888 catalyst types from USPTO. Task: Predict which catalyst facilitates the given reaction. (1) The catalyst class is: 4. Product: [F:42][C:8]1([F:7])[O:12][C:11]2[CH:13]=[CH:14][C:15]([C:17]3([C:20]([NH:22][C:23]4[N:24]=[C:25]([C:33]5[CH:34]=[C:35]([CH:39]=[CH:40][CH:41]=5)[C:36]([O:5][CH2:4][CH2:3][N:2]([CH3:6])[CH3:1])=[O:37])[C:26]5[C:31]([CH:32]=4)=[CH:30][CH:29]=[CH:28][CH:27]=5)=[O:21])[CH2:18][CH2:19]3)=[CH:16][C:10]=2[O:9]1. Reactant: [CH3:1][N:2]([CH3:6])[CH2:3][CH2:4][OH:5].[F:7][C:8]1([F:42])[O:12][C:11]2[CH:13]=[CH:14][C:15]([C:17]3([C:20]([NH:22][C:23]4[N:24]=[C:25]([C:33]5[CH:34]=[C:35]([CH:39]=[CH:40][CH:41]=5)[C:36](Cl)=[O:37])[C:26]5[C:31]([CH:32]=4)=[CH:30][CH:29]=[CH:28][CH:27]=5)=[O:21])[CH2:19][CH2:18]3)=[CH:16][C:10]=2[O:9]1. (2) Reactant: [Br:1][C:2]1[CH:3]=[C:4]([CH:8]=[C:9]([C:11]([O:13][CH3:14])=[O:12])[CH:10]=1)[C:5](O)=[O:6]. Product: [Br:1][C:2]1[CH:10]=[C:9]([CH:8]=[C:4]([CH2:5][OH:6])[CH:3]=1)[C:11]([O:13][CH3:14])=[O:12]. The catalyst class is: 1. (3) The catalyst class is: 136. Reactant: Cl.C[N:3](C)[CH2:4][CH2:5][CH2:6][N:7]=C=NCC.O[C:14]1[CH:19]=[CH:18]C=C[N+]=1[O-].[CH3:21][O:22][C:23]1[CH:24]=[C:25]2[C:30](=[CH:31][C:32]=1[O:33][CH3:34])[N:29]=[CH:28][N:27]=[C:26]2[O:35][C:36]1[CH:37]=[N:38][N:39]([CH2:41][C:42]([OH:44])=O)[CH:40]=1.C([N:48](C(C)C)CC)(C)C. Product: [CH:18]1([C:6]2[NH:7][N:48]=[C:4]([NH:3][C:42](=[O:44])[CH2:41][N:39]3[CH:40]=[C:36]([O:35][C:26]4[C:25]5[C:30](=[CH:31][C:32]([O:33][CH3:34])=[C:23]([O:22][CH3:21])[CH:24]=5)[N:29]=[CH:28][N:27]=4)[CH:37]=[N:38]3)[CH:5]=2)[CH2:19][CH2:14]1. (4) Reactant: [CH3:1][O:2][C:3](=[O:25])[CH2:4][C@@H:5]([NH:17]C(OC(C)(C)C)=O)[CH2:6][S:7][CH2:8][C:9]1[CH:14]=[CH:13][C:12]([O:15][CH3:16])=[CH:11][CH:10]=1.[ClH:26].O1CCOCC1.C(OCC)C. Product: [ClH:26].[CH3:1][O:2][C:3](=[O:25])[CH2:4][C@@H:5]([NH2:17])[CH2:6][S:7][CH2:8][C:9]1[CH:10]=[CH:11][C:12]([O:15][CH3:16])=[CH:13][CH:14]=1. The catalyst class is: 4. (5) Reactant: [Cl:1][C:2]1[C:11]([C:12]2[CH2:16][C:15]([O:18][CH3:19])([CH3:17])[O:14][N:13]=2)=[C:10]([S:20]([CH3:23])(=[O:22])=[O:21])[CH:9]=[CH:8][C:3]=1[C:4]([O:6]C)=[O:5].[I-].[Li+]. Product: [Cl:1][C:2]1[C:11]([C:12]2[CH2:16][C:15]([O:18][CH3:19])([CH3:17])[O:14][N:13]=2)=[C:10]([S:20]([CH3:23])(=[O:21])=[O:22])[CH:9]=[CH:8][C:3]=1[C:4]([OH:6])=[O:5]. The catalyst class is: 17. (6) Reactant: S(Cl)([Cl:3])=O.[Br:5][C:6]1[CH:7]=[C:8]([CH2:12][C:13]([OH:15])=O)[CH:9]=[CH:10][CH:11]=1. Product: [Br:5][C:6]1[CH:7]=[C:8]([CH2:12][C:13]([Cl:3])=[O:15])[CH:9]=[CH:10][CH:11]=1. The catalyst class is: 2. (7) Reactant: [NH2:1][C:2]1[C:3]([CH3:13])=[C:4]([CH:9]=[C:10]([Br:12])[CH:11]=1)[C:5]([O:7][CH3:8])=[O:6].[C:14]1(=O)[CH2:18][CH2:17][CH2:16][CH2:15]1.C(O)(=O)C.C([BH3-])#N.[Na+]. Product: [Br:12][C:10]1[CH:11]=[C:2]([NH:1][CH:14]2[CH2:18][CH2:17][CH2:16][CH2:15]2)[C:3]([CH3:13])=[C:4]([CH:9]=1)[C:5]([O:7][CH3:8])=[O:6]. The catalyst class is: 5. (8) Reactant: [C:1]([O:5][C:6](=[O:22])[NH:7][C:8]1[CH:13]=[C:12](F)[C:11]([C:15]([F:18])([F:17])[F:16])=[CH:10][C:9]=1[N+:19]([O-:21])=[O:20])([CH3:4])([CH3:3])[CH3:2].[NH:23]1[CH2:28][CH2:27][O:26][CH2:25][CH2:24]1. Product: [C:1]([O:5][C:6](=[O:22])[NH:7][C:8]1[CH:13]=[C:12]([N:23]2[CH2:28][CH2:27][O:26][CH2:25][CH2:24]2)[C:11]([C:15]([F:18])([F:17])[F:16])=[CH:10][C:9]=1[N+:19]([O-:21])=[O:20])([CH3:4])([CH3:3])[CH3:2]. The catalyst class is: 16.